The task is: Regression. Given two drug SMILES strings and cell line genomic features, predict the synergy score measuring deviation from expected non-interaction effect.. This data is from NCI-60 drug combinations with 297,098 pairs across 59 cell lines. (1) Drug 1: CS(=O)(=O)C1=CC(=C(C=C1)C(=O)NC2=CC(=C(C=C2)Cl)C3=CC=CC=N3)Cl. Drug 2: CC1=CC=C(C=C1)C2=CC(=NN2C3=CC=C(C=C3)S(=O)(=O)N)C(F)(F)F. Cell line: COLO 205. Synergy scores: CSS=-2.16, Synergy_ZIP=3.07, Synergy_Bliss=3.30, Synergy_Loewe=-3.94, Synergy_HSA=-3.46. (2) Drug 1: CN(C)C1=NC(=NC(=N1)N(C)C)N(C)C. Drug 2: C1CCC(C(C1)N)N.C(=O)(C(=O)[O-])[O-].[Pt+4]. Cell line: NCI-H522. Synergy scores: CSS=2.90, Synergy_ZIP=-2.26, Synergy_Bliss=-3.29, Synergy_Loewe=-16.6, Synergy_HSA=-6.43. (3) Drug 1: CC1=C2C(C(=O)C3(C(CC4C(C3C(C(C2(C)C)(CC1OC(=O)C(C(C5=CC=CC=C5)NC(=O)C6=CC=CC=C6)O)O)OC(=O)C7=CC=CC=C7)(CO4)OC(=O)C)O)C)OC(=O)C. Drug 2: CC(C)NC(=O)C1=CC=C(C=C1)CNNC.Cl. Cell line: PC-3. Synergy scores: CSS=21.5, Synergy_ZIP=-7.21, Synergy_Bliss=-2.85, Synergy_Loewe=-4.05, Synergy_HSA=-1.32. (4) Drug 1: CCCS(=O)(=O)NC1=C(C(=C(C=C1)F)C(=O)C2=CNC3=C2C=C(C=N3)C4=CC=C(C=C4)Cl)F. Drug 2: C1=CC=C(C(=C1)C(C2=CC=C(C=C2)Cl)C(Cl)Cl)Cl. Cell line: HT29. Synergy scores: CSS=48.2, Synergy_ZIP=11.2, Synergy_Bliss=12.6, Synergy_Loewe=-15.8, Synergy_HSA=12.4.